Dataset: Forward reaction prediction with 1.9M reactions from USPTO patents (1976-2016). Task: Predict the product of the given reaction. (1) The product is: [C:1]([OH:2])([C:13]([F:16])([F:15])[F:14])=[O:4].[OH2:25].[Cl:7][C:8]1[N:12]([CH2:18][C:19]2[N:20]=[C:21]3[S:28][C:27]([CH3:29])=[C:26]([C:30]([NH:32][CH2:33][CH3:34])=[O:31])[N:22]3[C:23](=[O:25])[CH:24]=2)[N:11]=[C:10]([C:13]([F:16])([F:15])[F:14])[CH:9]=1. Given the reactants [C:1](=[O:4])([O-])[O-:2].[K+].[K+].[Cl:7][C:8]1[NH:12][N:11]=[C:10]([C:13]([F:16])([F:15])[F:14])[CH:9]=1.Cl[CH2:18][C:19]1[N:20]=[C:21]2[S:28][C:27]([CH3:29])=[C:26]([C:30]([NH:32][CH2:33][CH3:34])=[O:31])[N:22]2[C:23](=[O:25])[CH:24]=1, predict the reaction product. (2) The product is: [S:2]([OH:5])(=[O:4])(=[O:3])[CH3:1].[NH2:6][C:7]1[C:16]([C:17]([NH:19][C:20]2[CH:21]=[N:22][CH:23]=[C:24]([F:39])[C:25]=2[N:26]2[CH2:27][CH2:28][CH:29]([C:32]([OH:34])=[O:33])[CH2:30][CH2:31]2)=[O:18])=[C:10]2[N:11]=[CH:12][C:13]([F:15])=[CH:14][N:9]2[N:8]=1. Given the reactants [CH3:1][S:2]([OH:5])(=[O:4])=[O:3].[NH2:6][C:7]1[C:16]([C:17]([NH:19][C:20]2[CH:21]=[N:22][CH:23]=[C:24]([F:39])[C:25]=2[N:26]2[CH2:31][CH2:30][CH:29]([C:32]([O:34]C(C)(C)C)=[O:33])[CH2:28][CH2:27]2)=[O:18])=[C:10]2[N:11]=[CH:12][C:13]([F:15])=[CH:14][N:9]2[N:8]=1, predict the reaction product.